This data is from Forward reaction prediction with 1.9M reactions from USPTO patents (1976-2016). The task is: Predict the product of the given reaction. Given the reactants [F:1][C:2]([F:15])([F:14])[S:3]([O:6]S(C(F)(F)F)(=O)=O)(=[O:5])=[O:4].[CH3:16][N:17]1[C:22]2=[C:23]3[N:28]([C:29]([C:30]4[CH:31]=[C:32]([CH:35]=[CH:36][CH:37]=4)[C:33]#[N:34])=[C:21]2[C:20](=[O:39])[N:19]([CH3:40])[C:18]1=[O:41])[CH2:27][CH2:26][CH2:25][C:24]3=O.N1C(C)=CC=CC=1C, predict the reaction product. The product is: [F:1][C:2]([F:15])([F:14])[S:3]([O:6][C:24]1[C:23]2[N:28]([C:29]([C:30]3[CH:37]=[CH:36][CH:35]=[C:32]([C:33]#[N:34])[CH:31]=3)=[C:21]3[C:20](=[O:39])[N:19]([CH3:40])[C:18](=[O:41])[N:17]([CH3:16])[C:22]3=2)[CH2:27][CH2:26][CH:25]=1)(=[O:5])=[O:4].